From a dataset of Reaction yield outcomes from USPTO patents with 853,638 reactions. Predict the reaction yield, written as a fraction of the theoretical maximum amount of product (1.0 means a 100% yield; for example, 0.34 means a 34% yield). (1) The reactants are [CH2:1]([O:8][CH:9]1[CH2:14][CH2:13][CH:12]([O:15][CH2:16][CH:17]([C:19]2[CH:24]=[CH:23][CH:22]=[CH:21][CH:20]=2)[OH:18])[CH:11]([F:25])[CH2:10]1)[C:2]1[CH:7]=[CH:6][CH:5]=[CH:4][CH:3]=1.C(N(C(C)C)CC)(C)C.[Si:35](OS(C(F)(F)F)(=O)=O)([C:38]([CH3:41])([CH3:40])[CH3:39])([CH3:37])[CH3:36].O. The catalyst is ClCCl. The product is [CH2:1]([O:8][CH:9]1[CH2:14][CH2:13][CH:12]([O:15][CH2:16][CH:17]([C:19]2[CH:24]=[CH:23][CH:22]=[CH:21][CH:20]=2)[O:18][Si:35]([C:38]([CH3:41])([CH3:40])[CH3:39])([CH3:37])[CH3:36])[CH:11]([F:25])[CH2:10]1)[C:2]1[CH:3]=[CH:4][CH:5]=[CH:6][CH:7]=1. The yield is 1.00. (2) The reactants are O[CH:2]([C:5]1[C:13]2[O:12][CH2:11][C@H:10]([C:14]3[CH:19]=[CH:18][C:17]([CH:20]([CH3:22])[CH3:21])=[CH:16][CH:15]=3)[C:9]=2[C:8]([CH3:23])=[C:7]([NH:24][C:25](=[O:31])[CH2:26][C:27]([CH3:30])([CH3:29])[CH3:28])[C:6]=1[CH3:32])[CH2:3][CH3:4]. The catalyst is [Pd].C(O)(=O)C. The product is [CH:20]([C:17]1[CH:18]=[CH:19][C:14]([C@@H:10]2[C:9]3[C:8]([CH3:23])=[C:7]([NH:24][C:25](=[O:31])[CH2:26][C:27]([CH3:28])([CH3:30])[CH3:29])[C:6]([CH3:32])=[C:5]([CH2:2][CH2:3][CH3:4])[C:13]=3[O:12][CH2:11]2)=[CH:15][CH:16]=1)([CH3:21])[CH3:22]. The yield is 0.710. (3) The reactants are [C:1]([C:3]1[CH:12]=[CH:11][C:6]([C:7]([O:9]C)=[O:8])=[C:5]([O:13][CH3:14])[CH:4]=1)#[N:2].O.O[Li].O. The catalyst is CO. The product is [C:1]([C:3]1[CH:12]=[CH:11][C:6]([C:7]([OH:9])=[O:8])=[C:5]([O:13][CH3:14])[CH:4]=1)#[N:2]. The yield is 0.950.